Dataset: Forward reaction prediction with 1.9M reactions from USPTO patents (1976-2016). Task: Predict the product of the given reaction. (1) Given the reactants [Cl:1][C:2]1[CH:9]=[C:8]([N:10]([CH2:16][C:17]2[CH:22]=[CH:21][CH:20]=[CH:19][C:18]=2[Cl:23])[C@H:11]2[CH2:15][CH2:14][NH:13][CH2:12]2)[CH:7]=[CH:6][C:3]=1[C:4]#[N:5].[CH3:24][O:25][C:26]1[CH:31]=[CH:30][C:29]([S:32](Cl)(=[O:34])=[O:33])=[CH:28][CH:27]=1, predict the reaction product. The product is: [Cl:1][C:2]1[CH:9]=[C:8]([N:10]([CH2:16][C:17]2[CH:22]=[CH:21][CH:20]=[CH:19][C:18]=2[Cl:23])[C@H:11]2[CH2:15][CH2:14][N:13]([S:32]([C:29]3[CH:28]=[CH:27][C:26]([O:25][CH3:24])=[CH:31][CH:30]=3)(=[O:34])=[O:33])[CH2:12]2)[CH:7]=[CH:6][C:3]=1[C:4]#[N:5]. (2) Given the reactants [F:1][C:2]1[CH:7]=[CH:6][C:5]([C:8]2[CH:22]=[C:21]([CH2:23][N:24]([CH3:35])[S:25]([C:28]3[CH:33]=[CH:32][C:31]([F:34])=[CH:30][CH:29]=3)(=[O:27])=[O:26])[CH:20]=[CH:19][C:9]=2[O:10][CH2:11][C:12]([O:14]C(C)(C)C)=[O:13])=[CH:4][C:3]=1[S:36]([CH3:39])(=[O:38])=[O:37], predict the reaction product. The product is: [F:1][C:2]1[CH:7]=[CH:6][C:5]([C:8]2[CH:22]=[C:21]([CH2:23][N:24]([CH3:35])[S:25]([C:28]3[CH:33]=[CH:32][C:31]([F:34])=[CH:30][CH:29]=3)(=[O:26])=[O:27])[CH:20]=[CH:19][C:9]=2[O:10][CH2:11][C:12]([OH:14])=[O:13])=[CH:4][C:3]=1[S:36]([CH3:39])(=[O:38])=[O:37].